From a dataset of M1 muscarinic receptor antagonist screen with 61,756 compounds. Binary Classification. Given a drug SMILES string, predict its activity (active/inactive) in a high-throughput screening assay against a specified biological target. (1) The compound is S1c2c(N(C(=O)CCN3CCOCC3)c3c1cccc3)ccc(NC(OCC)=O)c2. The result is 1 (active). (2) The drug is O1CCN(C(c2cc3c([nH]c2=O)c(ccc3C)C)c2n(nnn2)CCc2ccccc2)CC1. The result is 0 (inactive). (3) The drug is P(=O)(CP(O)(=O)c1ccccc1)(c1ccccc1)c1ccccc1. The result is 0 (inactive).